Dataset: Catalyst prediction with 721,799 reactions and 888 catalyst types from USPTO. Task: Predict which catalyst facilitates the given reaction. (1) Reactant: C([O:3][C:4]([C:6]1[C:10]([CH3:11])=[C:9]([C:12]2[CH:17]=[CH:16][C:15]([Cl:18])=[CH:14][CH:13]=2)[N:8]([C:19]2[CH:24]=[CH:23][C:22]([Cl:25])=[CH:21][C:20]=2[Cl:26])[N:7]=1)=[O:5])C.[OH-].[K+].Cl. Product: [Cl:18][C:15]1[CH:14]=[CH:13][C:12]([C:9]2[N:8]([C:19]3[CH:24]=[CH:23][C:22]([Cl:25])=[CH:21][C:20]=3[Cl:26])[N:7]=[C:6]([C:4]([OH:5])=[O:3])[C:10]=2[CH3:11])=[CH:17][CH:16]=1. The catalyst class is: 5. (2) Reactant: [N:1]1([CH2:7][C:8]2[S:12][C:11]([C:13]3[N:21]4[C:16]([CH:17]=[CH:18][CH:19]=[CH:20]4)=[CH:15][C:14]=3[CH2:22][OH:23])=[CH:10][CH:9]=2)[CH2:6][CH2:5][O:4][CH2:3][CH2:2]1. Product: [N:1]1([CH2:7][C:8]2[S:12][C:11]([C:13]3[N:21]4[C:16]([CH:17]=[CH:18][CH:19]=[CH:20]4)=[CH:15][C:14]=3[CH:22]=[O:23])=[CH:10][CH:9]=2)[CH2:2][CH2:3][O:4][CH2:5][CH2:6]1. The catalyst class is: 697. (3) Reactant: [CH:1]1([CH:4]([C:11]2[CH:16]=[C:15](O)[N:14]=[CH:13][N:12]=2)[CH2:5][C:6]([O:8][CH2:9][CH3:10])=[O:7])[CH2:3][CH2:2]1.CN(C=O)C.C(Cl)(=O)C([Cl:26])=O.Cl. Product: [Cl:26][C:15]1[N:14]=[CH:13][N:12]=[C:11]([CH:4]([CH:1]2[CH2:3][CH2:2]2)[CH2:5][C:6]([O:8][CH2:9][CH3:10])=[O:7])[CH:16]=1. The catalyst class is: 13. (4) Reactant: I[C:2]1[CH:7]=[CH:6][C:5]([C:8]2[N:9]([C:19]3[CH:20]=[N:21][CH:22]=[CH:23][CH:24]=3)[CH:10]=[C:11]([C:13]3[CH:18]=[CH:17][CH:16]=[CH:15][N:14]=3)[N:12]=2)=[CH:4][CH:3]=1.[NH:25]1[CH:29]=[CH:28][N:27]=[C:26]1C=O.C([O-])([O-])=O.[Cs+].[Cs+].CN(C)[C@@H]1CCCC[C@H]1N. Product: [N:25]1([C:2]2[CH:7]=[CH:6][C:5]([C:8]3[N:9]([C:19]4[CH:20]=[N:21][CH:22]=[CH:23][CH:24]=4)[CH:10]=[C:11]([C:13]4[CH:18]=[CH:17][CH:16]=[CH:15][N:14]=4)[N:12]=3)=[CH:4][CH:3]=2)[CH:29]=[CH:28][N:27]=[CH:26]1. The catalyst class is: 12. (5) Reactant: C(N(CC)CC)C.Cl.[C:9]1([NH:15][NH2:16])[CH:14]=[CH:13][CH:12]=[CH:11][CH:10]=1.[CH:17]1([C:21](Cl)=[O:22])[CH2:20][CH2:19][CH2:18]1. The catalyst class is: 2. Product: [C:9]1([NH:15][NH:16][C:21]([CH:17]2[CH2:20][CH2:19][CH2:18]2)=[O:22])[CH:14]=[CH:13][CH:12]=[CH:11][CH:10]=1. (6) Reactant: C[C:2]1([CH3:10])CCCC(C)(C)N1.C([Li])CCC.[F:16][C:17]([CH3:30])([CH3:29])[CH2:18][C:19]1[CH:24]=[CH:23][C:22]([O:25][CH2:26][O:27][CH3:28])=[CH:21][N:20]=1.[OH2:31]. Product: [F:16][C:17]([CH3:30])([CH3:29])[CH2:18][C:19]1[CH:24]=[C:23]([CH:2]([OH:31])[CH3:10])[C:22]([O:25][CH2:26][O:27][CH3:28])=[CH:21][N:20]=1. The catalyst class is: 1. (7) Reactant: [C:1]([C:4]1[CH:5]=[C:6]([O:10][CH:11]([CH2:22][CH3:23])[C:12]([NH:14][C:15]([CH3:21])([CH3:20])[C:16]#[C:17][CH2:18][CH3:19])=[O:13])[CH:7]=[N:8][CH:9]=1)([OH:3])=O.[CH:24]([NH:27][CH:28]([CH3:30])[CH3:29])([CH3:26])[CH3:25]. Product: [CH:24]([N:27]([CH:28]([CH3:30])[CH3:29])[C:1]([C:4]1[CH:5]=[C:6]([O:10][CH:11]([CH2:22][CH3:23])[C:12]([NH:14][C:15]([CH3:21])([CH3:20])[C:16]#[C:17][CH2:18][CH3:19])=[O:13])[CH:7]=[N:8][CH:9]=1)=[O:3])([CH3:26])[CH3:25]. The catalyst class is: 35.